From a dataset of Peptide-MHC class I binding affinity with 185,985 pairs from IEDB/IMGT. Regression. Given a peptide amino acid sequence and an MHC pseudo amino acid sequence, predict their binding affinity value. This is MHC class I binding data. (1) The peptide sequence is ISKIYTLIYR. The MHC is HLA-A33:01 with pseudo-sequence HLA-A33:01. The binding affinity (normalized) is 1.00. (2) The peptide sequence is NVTYNIKPVI. The MHC is HLA-A02:01 with pseudo-sequence HLA-A02:01. The binding affinity (normalized) is 0. (3) The binding affinity (normalized) is 0.0847. The peptide sequence is IGYRLGMGK. The MHC is HLA-B18:01 with pseudo-sequence HLA-B18:01. (4) The peptide sequence is SFWFFHPPY. The MHC is HLA-B46:01 with pseudo-sequence HLA-B46:01. The binding affinity (normalized) is 0.0847. (5) The peptide sequence is SLICGAALY. The MHC is HLA-B57:01 with pseudo-sequence HLA-B57:01. The binding affinity (normalized) is 0.0847. (6) The MHC is HLA-C06:02 with pseudo-sequence HLA-C06:02. The binding affinity (normalized) is 0.0847. The peptide sequence is YQVKYVSPV. (7) The peptide sequence is SIFRFLNI. The MHC is H-2-Kb with pseudo-sequence H-2-Kb. The binding affinity (normalized) is 1.00.